Dataset: Reaction yield outcomes from USPTO patents with 853,638 reactions. Task: Predict the reaction yield, written as a fraction of the theoretical maximum amount of product (1.0 means a 100% yield; for example, 0.34 means a 34% yield). (1) The reactants are [C:1]([C:3]1[C:4](=O)[CH:5]=[C:6]([C:22]2[CH:31]=[CH:30][C:25]([C:26]([O:28][CH3:29])=[O:27])=[CH:24][CH:23]=2)[NH:7][C:8]=1[C:9]1[CH:14]=[CH:13][C:12]([O:15][C:16]2[CH:21]=[CH:20][CH:19]=[CH:18][CH:17]=2)=[CH:11][CH:10]=1)#[N:2].P(Cl)(Cl)([Cl:35])=O. No catalyst specified. The product is [Cl:35][C:4]1[C:3]([C:1]#[N:2])=[C:8]([C:9]2[CH:14]=[CH:13][C:12]([O:15][C:16]3[CH:21]=[CH:20][CH:19]=[CH:18][CH:17]=3)=[CH:11][CH:10]=2)[N:7]=[C:6]([C:22]2[CH:31]=[CH:30][C:25]([C:26]([O:28][CH3:29])=[O:27])=[CH:24][CH:23]=2)[CH:5]=1. The yield is 0.890. (2) The reactants are Cl[C:2]1[CH:7]=[C:6]([C:8]2[CH:13]=[CH:12][C:11]([O:14][C:15]([F:18])([F:17])[F:16])=[C:10]([F:19])[CH:9]=2)[N:5]=[CH:4][N:3]=1.C(Cl)(Cl)Cl.[CH3:24][N:25](C)C=O. The catalyst is O.[C-]#N.[C-]#N.[Zn+2].C1C=CC(/C=C/C(/C=C/C2C=CC=CC=2)=O)=CC=1.C1C=CC(/C=C/C(/C=C/C2C=CC=CC=2)=O)=CC=1.C1C=CC(/C=C/C(/C=C/C2C=CC=CC=2)=O)=CC=1.[Pd].[Pd].C1C=CC(P(C2C=CC=CC=2)[C-]2C=CC=C2)=CC=1.C1C=CC(P(C2C=CC=CC=2)[C-]2C=CC=C2)=CC=1.[Fe+2]. The product is [F:19][C:10]1[CH:9]=[C:8]([C:6]2[N:5]=[CH:4][N:3]=[C:2]([C:24]#[N:25])[CH:7]=2)[CH:13]=[CH:12][C:11]=1[O:14][C:15]([F:18])([F:17])[F:16]. The yield is 0.830. (3) The reactants are [NH2:1][C:2]1[C:3]([C:19]([OH:21])=O)=[N:4][C:5]([N:8]2[CH2:13][CH2:12][N:11]([S:14]([CH2:17][CH3:18])(=[O:16])=[O:15])[CH2:10][CH2:9]2)=[CH:6][N:7]=1.Cl.[CH3:23][O:24][NH:25][CH3:26].C(N(CC)CC)C.CN(C(ON1N=NC2C=CC=CC1=2)=[N+](C)C)C.[B-](F)(F)(F)F. The catalyst is CN(C=O)C.O. The product is [NH2:1][C:2]1[C:3]([C:19]([N:25]([O:24][CH3:23])[CH3:26])=[O:21])=[N:4][C:5]([N:8]2[CH2:9][CH2:10][N:11]([S:14]([CH2:17][CH3:18])(=[O:15])=[O:16])[CH2:12][CH2:13]2)=[CH:6][N:7]=1. The yield is 0.760. (4) The catalyst is C(O)C. The product is [Cl:1][C:2]1[N:7]=[C:6]([NH:19][C@@H:20]2[C:28]3[C:23](=[CH:24][CH:25]=[CH:26][CH:27]=3)[CH2:22][CH2:21]2)[CH:5]=[C:4]([CH3:9])[N:3]=1. The reactants are [Cl:1][C:2]1[N:7]=[C:6](Cl)[CH:5]=[C:4]([CH3:9])[N:3]=1.C(N(CC)C(C)C)(C)C.[NH2:19][C@@H:20]1[C:28]2[C:23](=[CH:24][CH:25]=[CH:26][CH:27]=2)[CH2:22][CH2:21]1. The yield is 0.460. (5) The reactants are [H-].[Na+].[CH3:3][O:4][C:5]1[CH:6]=[CH:7][C:8]([NH:15][C:16]2[N:20]([C:21]3[CH:26]=[CH:25][CH:24]=[CH:23][C:22]=3[CH3:27])[N:19]=[C:18]([CH3:28])[C:17]=2[C:29]2[CH:34]=[CH:33][CH:32]=[CH:31][CH:30]=2)=[C:9]([CH:14]=1)[C:10]([O:12][CH3:13])=[O:11].I[CH3:36].O. The catalyst is CN(C=O)C. The product is [CH3:3][O:4][C:5]1[CH:6]=[CH:7][C:8]([N:15]([CH3:36])[C:16]2[N:20]([C:21]3[CH:26]=[CH:25][CH:24]=[CH:23][C:22]=3[CH3:27])[N:19]=[C:18]([CH3:28])[C:17]=2[C:29]2[CH:34]=[CH:33][CH:32]=[CH:31][CH:30]=2)=[C:9]([CH:14]=1)[C:10]([O:12][CH3:13])=[O:11]. The yield is 0.680. (6) The reactants are [Li+].CC(O[Al-](OC(C)(C)C)OC(C)(C)C)(C)C.[C:18]1([C:26](OCC)=[O:27])([C:21]([O:23][CH2:24][CH3:25])=[O:22])[CH2:20][CH2:19]1. The catalyst is C1COCC1.C(Cl)Cl. The product is [CH2:24]([O:23][C:21]([C:18]1([CH2:26][OH:27])[CH2:20][CH2:19]1)=[O:22])[CH3:25]. The yield is 0.850.